Task: Predict the reactants needed to synthesize the given product.. Dataset: Full USPTO retrosynthesis dataset with 1.9M reactions from patents (1976-2016) (1) Given the product [Cl:34][C:30]1[C:31]([F:33])=[CH:32][C:10]2[N:9]=[C:8]([CH:1]([O:44][CH3:43])[C:2]3[CH:7]=[CH:6][CH:5]=[CH:4][CH:3]=3)[N:12]([CH:13]([C:23]3[CH:28]=[CH:27][C:26]([O:42][CH3:41])=[CH:25][CH:24]=3)[C:14]([NH:16][CH:17]3[CH2:18][CH2:19][CH2:20][CH2:21][CH2:22]3)=[O:15])[C:11]=2[CH:29]=1, predict the reactants needed to synthesize it. The reactants are: [CH2:1]([C:8]1[N:12]([CH:13]([CH:23]2[CH2:28][CH2:27][CH2:26][CH2:25][CH2:24]2)[C:14]([NH:16][CH:17]2[CH2:22][CH2:21][CH2:20][CH2:19][CH2:18]2)=[O:15])[C:11]2[CH:29]=[C:30]([Cl:34])[C:31]([F:33])=[CH:32][C:10]=2[N:9]=1)[C:2]1[CH:7]=[CH:6][CH:5]=[CH:4][CH:3]=1.C1([CH:41]=[O:42])CCCCC1.[CH3:43][O:44]C1C=CC(C=O)=CC=1.ClC1C=C(CC(O)=O)C=CC=1.COC(C(O)=O)C1C=CC=CC=1. (2) The reactants are: [Cl:1][CH2:2][C:3]1[N:7]([CH2:8][CH3:9])[N:6]=[C:5]([C:10]2[CH:15]=[C:14](OC)[C:13](OC)=[C:12](OC)[CH:11]=2)[CH:4]=1.CC(C1C=CC([C:31]([F:34])([F:33])[F:32])=CC=1)=O.C(NN)C. Given the product [Cl:1][CH2:2][C:3]1[N:7]([CH2:8][CH3:9])[N:6]=[C:5]([C:10]2[CH:15]=[CH:14][C:13]([C:31]([F:34])([F:33])[F:32])=[CH:12][CH:11]=2)[CH:4]=1, predict the reactants needed to synthesize it. (3) The reactants are: N#N.[Br:3][C:4]1[CH:12]=[CH:11][C:7]2[NH:8][N:9]=[N:10][C:6]=2[CH:5]=1.[O:13]1[CH:18]=[CH:17][CH2:16][CH2:15][CH2:14]1.CC1C=CC(S([O-])(=O)=O)=CC=1.C1C=C[NH+]=CC=1. Given the product [Br:3][C:4]1[CH:12]=[CH:11][C:7]2[N:8]([CH:14]3[CH2:15][CH2:16][CH2:17][CH2:18][O:13]3)[N:9]=[N:10][C:6]=2[CH:5]=1, predict the reactants needed to synthesize it. (4) The reactants are: O[C@H](C(C)C)[C@@H](N([C:12]1[CH:17]=[CH:16][C:15]([C:18]2[CH:23]=[CH:22][CH:21]=[CH:20][CH:19]=2)=[CH:14][CH:13]=1)C(OC)=O)C(O)=O.O[C@@H:28]([CH:50]([CH3:52])[CH3:51])[C@@H:29]([N:33]([C:38]1C=CC(C2C=CC=CC=2)=CC=1)[C:34]([O:36]C)=[O:35])[C:30]([OH:32])=[O:31].CCN(CC)CC.CN(C(ON1N=NC2C=CC=CC1=2)=[N+](C)C)C.[B-](F)(F)(F)F. Given the product [C:18]1([C:15]2[CH:14]=[CH:13][C:12]([O:36][C:34](=[O:35])[N:33]([CH3:38])[C@H:29]3[C:30](=[O:32])[O:31][C@@H:28]3[CH:50]([CH3:52])[CH3:51])=[CH:17][CH:16]=2)[CH:19]=[CH:20][CH:21]=[CH:22][CH:23]=1, predict the reactants needed to synthesize it. (5) Given the product [C:17]([C:16]1[CH:15]=[C:14]([C:8]#[C:7][C:6]([O:10][CH2:11][CH3:12])=[O:9])[CH:21]=[CH:20][CH:19]=1)#[N:18], predict the reactants needed to synthesize it. The reactants are: C([Li])CCC.[C:6]([O:10][CH2:11][CH3:12])(=[O:9])[C:7]#[CH:8].I[C:14]1[CH:15]=[C:16]([CH:19]=[CH:20][CH:21]=1)[C:17]#[N:18]. (6) Given the product [CH3:10][O:9][C:8]1[CH:7]=[CH:6][C:5]([C:15]2[CH:20]=[CH:19][N:18]=[C:17]([CH3:21])[CH:16]=2)=[CH:4][C:3]=1[CH:1]=[O:2], predict the reactants needed to synthesize it. The reactants are: [CH:1]([C:3]1[CH:4]=[C:5](B(O)O)[CH:6]=[CH:7][C:8]=1[O:9][CH3:10])=[O:2].Cl[C:15]1[CH:20]=[CH:19][N:18]=[C:17]([CH3:21])[CH:16]=1.C(=O)([O-])[O-].[K+].[K+].